From a dataset of NCI-60 drug combinations with 297,098 pairs across 59 cell lines. Regression. Given two drug SMILES strings and cell line genomic features, predict the synergy score measuring deviation from expected non-interaction effect. (1) Drug 1: C1=CC(=CC=C1CC(C(=O)O)N)N(CCCl)CCCl.Cl. Drug 2: CCC1(C2=C(COC1=O)C(=O)N3CC4=CC5=C(C=CC(=C5CN(C)C)O)N=C4C3=C2)O.Cl. Cell line: UACC-257. Synergy scores: CSS=6.67, Synergy_ZIP=-1.60, Synergy_Bliss=1.28, Synergy_Loewe=-9.54, Synergy_HSA=-2.01. (2) Drug 1: CN1C2=C(C=C(C=C2)N(CCCl)CCCl)N=C1CCCC(=O)O.Cl. Drug 2: C1CN(P(=O)(OC1)NCCCl)CCCl. Cell line: UO-31. Synergy scores: CSS=2.02, Synergy_ZIP=-0.945, Synergy_Bliss=0.778, Synergy_Loewe=-0.131, Synergy_HSA=0.743. (3) Drug 1: CC1C(C(CC(O1)OC2CC(CC3=C2C(=C4C(=C3O)C(=O)C5=C(C4=O)C(=CC=C5)OC)O)(C(=O)C)O)N)O.Cl. Drug 2: CN(CC1=CN=C2C(=N1)C(=NC(=N2)N)N)C3=CC=C(C=C3)C(=O)NC(CCC(=O)O)C(=O)O. Cell line: MALME-3M. Synergy scores: CSS=8.80, Synergy_ZIP=-4.64, Synergy_Bliss=1.01, Synergy_Loewe=-3.55, Synergy_HSA=-1.57.